This data is from Full USPTO retrosynthesis dataset with 1.9M reactions from patents (1976-2016). The task is: Predict the reactants needed to synthesize the given product. Given the product [CH3:19][O:20][CH2:21][CH2:22][NH:23][C:2]1[CH:7]=[CH:6][C:5]([S:8]([NH2:11])(=[O:10])=[O:9])=[CH:4][C:3]=1[S:12]([C:15]([F:18])([F:17])[F:16])(=[O:14])=[O:13], predict the reactants needed to synthesize it. The reactants are: F[C:2]1[CH:7]=[CH:6][C:5]([S:8]([NH2:11])(=[O:10])=[O:9])=[CH:4][C:3]=1[S:12]([C:15]([F:18])([F:17])[F:16])(=[O:14])=[O:13].[CH3:19][O:20][CH2:21][CH2:22][NH2:23].C(N(CC)CC)C.